From a dataset of Full USPTO retrosynthesis dataset with 1.9M reactions from patents (1976-2016). Predict the reactants needed to synthesize the given product. (1) Given the product [OH:1][C@@H:2]([C@H:4]1[C:34](=[O:35])[N:6]2[C:7]([C:21]([O-:23])=[O:22])=[C:8]([C:11]3[S:15][C:14]4=[C:16]([S:19][CH3:20])[N:17]([CH2:37][C:38]5[CH:43]=[CH:42][CH:41]=[CH:40][N:39]=5)[CH:18]=[N+:13]4[CH:12]=3)[C@H:9]([CH3:10])[C@H:5]12)[CH3:3], predict the reactants needed to synthesize it. The reactants are: [OH:1][C@@H:2]([C@H:4]1[C:34](=[O:35])[N:6]2[C:7]([C:21]([O:23]CC3C=CC([N+]([O-])=O)=CC=3)=[O:22])=[C:8]([C:11]3[S:15][C:14]4=[C:16]([S:19][CH3:20])[N:17]=[CH:18][N:13]4[CH:12]=3)[C@H:9]([CH3:10])[C@H:5]12)[CH3:3].Br[CH2:37][C:38]1[CH:43]=[CH:42][CH:41]=[CH:40][N:39]=1. (2) Given the product [CH3:22][S:19]([C:16]1[CH:17]=[CH:18][C:13]([NH:11][C:9]2[N:10]=[C:3]3[C:2]([CH3:1])=[CH:7][CH:6]=[CH:5][N:4]3[N:8]=2)=[CH:14][CH:15]=1)(=[O:21])=[O:20], predict the reactants needed to synthesize it. The reactants are: [CH3:1][C:2]1[C:3]2[N:4]([N:8]=[C:9]([NH2:11])[N:10]=2)[CH:5]=[CH:6][CH:7]=1.Br[C:13]1[CH:18]=[CH:17][C:16]([S:19]([CH3:22])(=[O:21])=[O:20])=[CH:15][CH:14]=1. (3) Given the product [F:1][C:2]1[CH:7]=[CH:6][C:5]([CH2:8][CH2:9][SH:10])=[CH:4][CH:3]=1, predict the reactants needed to synthesize it. The reactants are: [F:1][C:2]1[CH:7]=[CH:6][C:5]([CH2:8][CH2:9][S:10]C(=O)C)=[CH:4][CH:3]=1.[H-].[H-].[H-].[H-].[Li+].[Al+3].O.Cl. (4) Given the product [F:25][C:26]1[CH:27]=[CH:28][C:29]([C@H:32]2[C@H:33]([CH2:48][OH:49])[CH2:34][N:35]([CH2:39][C:40]3[CH:41]=[CH:42][C:43]([O:46][CH3:47])=[CH:44][CH:45]=3)[C:36](=[O:38])[CH2:37]2)=[CH:30][CH:31]=1, predict the reactants needed to synthesize it. The reactants are: ClC1C=CC([C@@H]2CCN(C(OC(C)(C)C)=O)C[C@H]2C(OC)=O)=CC=1.[F:25][C:26]1[CH:31]=[CH:30][C:29]([C@@H:32]2[CH2:37][C:36](=[O:38])[N:35]([CH2:39][C:40]3[CH:45]=[CH:44][C:43]([O:46][CH3:47])=[CH:42][CH:41]=3)[CH2:34][C@H:33]2[C:48](OC)=[O:49])=[CH:28][CH:27]=1.